Dataset: Catalyst prediction with 721,799 reactions and 888 catalyst types from USPTO. Task: Predict which catalyst facilitates the given reaction. (1) Reactant: [NH2:1][C:2]1[S:3][CH:4]=[C:5]([CH3:7])[N:6]=1.Cl[C:9]([O:11][C:12]1[CH:17]=[CH:16][CH:15]=[CH:14][CH:13]=1)=[O:10]. Product: [CH3:7][C:5]1[N:6]=[C:2]([NH:1][C:9](=[O:10])[O:11][C:12]2[CH:17]=[CH:16][CH:15]=[CH:14][CH:13]=2)[S:3][CH:4]=1. The catalyst class is: 2. (2) Reactant: [CH2:1]([C:5]1([N:24]([CH3:26])[CH3:25])[CH2:10][CH2:9][CH:8]([C:11]2[NH:12][C:13]3[C:18]([C:19]=2[CH2:20][CH2:21][CH2:22][OH:23])=[CH:17][CH:16]=[CH:15][CH:14]=3)[CH2:7][CH2:6]1)[CH2:2][CH2:3][CH3:4].[Si]([Cl:31])(C)(C)C. Product: [ClH:31].[CH2:1]([C:5]1([N:24]([CH3:26])[CH3:25])[CH2:6][CH2:7][CH:8]([C:11]2[NH:12][C:13]3[C:18]([C:19]=2[CH2:20][CH2:21][CH2:22][OH:23])=[CH:17][CH:16]=[CH:15][CH:14]=3)[CH2:9][CH2:10]1)[CH2:2][CH2:3][CH3:4]. The catalyst class is: 13. (3) Reactant: [Cl:1][C:2]1[CH:9]=[CH:8][CH:7]=[C:6]([Cl:10])[C:3]=1[CH:4]=O.C1C=CC(P(C2C=CC=CC=2)C2C=CC=CC=2)=CC=1.[C:30](Br)(Br)([Br:32])[Br:31]. Product: [Cl:1][C:2]1[CH:9]=[CH:8][CH:7]=[C:6]([Cl:10])[C:3]=1[CH:4]=[C:30]([Br:32])[Br:31]. The catalyst class is: 2.